From a dataset of Catalyst prediction with 721,799 reactions and 888 catalyst types from USPTO. Predict which catalyst facilitates the given reaction. (1) Reactant: [CH2:1]([O:3][CH2:4][C:5]1([CH2:15][O:16][CH2:17][CH3:18])[CH2:14][CH2:13][C:8]2(OCC[O:9]2)[CH2:7][CH2:6]1)[CH3:2]. Product: [CH2:17]([O:16][CH2:15][C:5]1([CH2:4][O:3][CH2:1][CH3:2])[CH2:14][CH2:13][C:8](=[O:9])[CH2:7][CH2:6]1)[CH3:18]. The catalyst class is: 4. (2) Reactant: CC(C)([O-])C.[K+].[C:7]([CH2:9]P(=O)(OCC)OCC)#[N:8].O=[C:19]1[CH2:22][CH:21]([C:23]#[N:24])[CH2:20]1. Product: [C:7]([CH:9]=[C:19]1[CH2:22][CH:21]([C:23]#[N:24])[CH2:20]1)#[N:8]. The catalyst class is: 7. (3) Reactant: [NH2:1][C@H:2]([C:7]([OH:9])=[O:8])[C:3]([SH:6])([CH3:5])[CH3:4].Br[CH2:11][C:12](=O)[C:13]([O:15]CC)=[O:14].C(=O)(O)[O-].[Na+]. Product: [CH3:4][C:3]1([CH3:5])[CH:2]([C:7]([OH:9])=[O:8])[NH:1][C:12]([C:13]([OH:15])=[O:14])=[CH:11][S:6]1. The catalyst class is: 192. (4) Reactant: [F:1][CH2:2][C@@H:3]1[C@@H:7]([C:8]2[CH:13]=[CH:12][C:11]([I:14])=[CH:10][CH:9]=2)[O:6][C:5]([CH3:16])([CH3:15])[NH:4]1.[C:17]([CH2:19][C:20](O)=[O:21])#[N:18].F[P-](F)(F)(F)(F)F.N1(OC(N(C)C)=[N+](C)C)C2N=CC=CC=2N=N1.C(N(CC)CC)C. Product: [F:1][CH2:2][C@@H:3]1[C@@H:7]([C:8]2[CH:13]=[CH:12][C:11]([I:14])=[CH:10][CH:9]=2)[O:6][C:5]([CH3:16])([CH3:15])[N:4]1[C:20](=[O:21])[CH2:19][C:17]#[N:18]. The catalyst class is: 9. (5) Reactant: [Br:1][CH:2]([CH3:15])[C:3]([C:5]1[S:9][C:8]2[CH:10]=[CH:11][CH:12]=[C:13]([CH3:14])[C:7]=2[CH:6]=1)=O.[NH:16]1[CH2:20][CH2:19][NH:18][C:17]1=[S:21].C(O)(=O)C. Product: [BrH:1].[CH3:15][C:2]1[S:21][C:17]2=[N:16][CH2:20][CH2:19][N:18]2[C:3]=1[C:5]1[S:9][C:8]2[CH:10]=[CH:11][CH:12]=[C:13]([CH3:14])[C:7]=2[CH:6]=1. The catalyst class is: 8. (6) Reactant: [CH3:1][N:2]1[C:6](=[O:7])[C:5]([CH3:9])([CH3:8])[NH:4][C:3]1=[O:10].C(O[I:15](C1C=CC=CC=1)OC(=O)C)(=O)C.II. Product: [I:15][N:4]1[C:5]([CH3:9])([CH3:8])[C:6](=[O:7])[N:2]([CH3:1])[C:3]1=[O:10]. The catalyst class is: 53. (7) Reactant: CCN(C(C)C)C(C)C.[C:10]1([N:16]2[CH:20]=[C:19]([C:21]([OH:23])=O)[CH:18]=[N:17]2)[CH:15]=[CH:14][CH:13]=[CH:12][CH:11]=1.C1C=CC2N(O)N=NC=2C=1.CCN=C=NCCCN(C)C.Cl.[NH2:46][CH2:47][C:48]([N:50]1[CH2:55][CH2:54][N:53]([C:56](=[O:67])[C:57]2[CH:62]=[CH:61][CH:60]=[CH:59][C:58]=2[C:63]([F:66])([F:65])[F:64])[CH2:52][CH2:51]1)=[O:49]. Product: [O:49]=[C:48]([N:50]1[CH2:51][CH2:52][N:53]([C:56](=[O:67])[C:57]2[CH:62]=[CH:61][CH:60]=[CH:59][C:58]=2[C:63]([F:66])([F:65])[F:64])[CH2:54][CH2:55]1)[CH2:47][NH:46][C:21]([C:19]1[CH:18]=[N:17][N:16]([C:10]2[CH:11]=[CH:12][CH:13]=[CH:14][CH:15]=2)[CH:20]=1)=[O:23]. The catalyst class is: 18. (8) Reactant: [C:1]([C:5]1[CH:6]=[CH:7][C:8]([N+:18]([O-:20])=[O:19])=[C:9]([NH:11]C(=O)C(F)(F)F)[CH:10]=1)([CH3:4])([CH3:3])[CH3:2].C(=O)([O-])[O-].[K+].[K+]. Product: [C:1]([C:5]1[CH:6]=[CH:7][C:8]([N+:18]([O-:20])=[O:19])=[C:9]([NH2:11])[CH:10]=1)([CH3:4])([CH3:2])[CH3:3]. The catalyst class is: 5.